This data is from Catalyst prediction with 721,799 reactions and 888 catalyst types from USPTO. The task is: Predict which catalyst facilitates the given reaction. (1) Reactant: Br.[C:2]([S:5][CH2:6][C:7]1[CH:16]=[CH:15][C:14]2[C:9](=[CH:10][CH:11]=[CH:12][CH:13]=2)[CH:8]=1)(=[NH:4])[CH3:3].CN1[CH2:23][CH2:22][O:21][CH2:20]C1.CC(C(Cl)=O)[C:26](Cl)=[O:27].C1C[O:35]CC1. Product: [CH:8]1[C:9]2[C:14](=[CH:13][CH:12]=[CH:11][CH:10]=2)[CH:15]=[CH:16][C:7]=1[CH2:6][S:5]/[C:2](=[N:4]\[C:26](=[O:27])[CH2:23][C:22]([O:21][CH3:20])=[O:35])/[CH3:3]. The catalyst class is: 6. (2) Reactant: [C:1]1([CH:8]=[CH:7][CH:6]=[C:4]([OH:5])[CH:3]=1)[OH:2].[CH2:9]([N:16]1[CH:20]=[CH:19][CH:18]=[C:17]1[C:21]1[N:26]=[C:25](Cl)[N:24]=[C:23](Cl)[N:22]=1)[C:10]1[CH:15]=[CH:14][CH:13]=[CH:12][CH:11]=1.[Cl-].[Cl-].[Cl-].[Al+3]. Product: [CH2:9]([N:16]1[CH:20]=[CH:19][CH:18]=[C:17]1[C:21]1[N:26]=[C:25]([C:6]2[CH:7]=[CH:8][C:1]([OH:2])=[CH:3][C:4]=2[OH:5])[N:24]=[C:23]([C:6]2[CH:7]=[CH:8][C:1]([OH:2])=[CH:3][C:4]=2[OH:5])[N:22]=1)[C:10]1[CH:15]=[CH:14][CH:13]=[CH:12][CH:11]=1. The catalyst class is: 113. (3) Reactant: [CH3:1][C:2]1[CH:17]=[C:16]([NH:18][C:19]2[C:20]3[CH:28]=[C:27]([N:29]4[CH2:33][CH2:32][CH2:31][CH2:30]4)[N:26]=[CH:25][C:21]=3[N:22]=[CH:23][N:24]=2)[CH:15]=[CH:14][C:3]=1[O:4][C:5]1[CH:6]=[C:7]([CH:11]=[CH:12][CH:13]=1)[C:8](O)=[O:9].CN(C(ON1N=NC2C=CC=NC1=2)=[N+](C)C)C.F[P-](F)(F)(F)(F)F.CCN(CC)CC.[C:65]([NH2:69])([CH3:68])([CH3:67])[CH3:66]. Product: [C:65]([NH:69][C:8](=[O:9])[C:7]1[CH:11]=[CH:12][CH:13]=[C:5]([O:4][C:3]2[CH:14]=[CH:15][C:16]([NH:18][C:19]3[C:20]4[CH:28]=[C:27]([N:29]5[CH2:33][CH2:32][CH2:31][CH2:30]5)[N:26]=[CH:25][C:21]=4[N:22]=[CH:23][N:24]=3)=[CH:17][C:2]=2[CH3:1])[CH:6]=1)([CH3:68])([CH3:67])[CH3:66]. The catalyst class is: 3. (4) Reactant: [Cl:1][C:2]1[CH:3]=[C:4]([C:8]2[C:9](=[O:22])[N:10]([CH2:18][C:19](O)=[O:20])[C:11]3([CH2:17][CH2:16][CH2:15][CH2:14][CH2:13]3)[N:12]=2)[CH:5]=[CH:6][CH:7]=1.C(Cl)(=O)C([Cl:26])=O. Product: [Cl:1][C:2]1[CH:3]=[C:4]([C:8]2[C:9](=[O:22])[N:10]([CH2:18][C:19]([Cl:26])=[O:20])[C:11]3([CH2:17][CH2:16][CH2:15][CH2:14][CH2:13]3)[N:12]=2)[CH:5]=[CH:6][CH:7]=1. The catalyst class is: 85. (5) The catalyst class is: 35. Product: [N:69]12[CH2:75][CH2:74][CH:72]([CH2:71][CH2:70]1)[CH2:73][C@@H:68]2[C:66]1[NH:63][C:62](=[O:64])[C:60]2[S:61][C:57]([Br:56])=[CH:58][C:59]=2[N:65]=1. Reactant: NC1C=C(Br)SC=1C(N)=O.Cl.N12CCC(CC1)C[C@@H]2C(O)=O.C(N(C(C)C)C(C)C)C.F[P-](F)(F)(F)(F)F.N1(OC(N(C)C)=[N+](C)C)C2N=CC=CC=2N=N1.[Br:56][C:57]1[S:61][C:60]([C:62](=[O:64])[NH2:63])=[C:59]([NH:65][C:66]([C@H:68]2[CH2:73][CH:72]3[CH2:74][CH2:75][N:69]2[CH2:70][CH2:71]3)=O)[CH:58]=1.